This data is from Full USPTO retrosynthesis dataset with 1.9M reactions from patents (1976-2016). The task is: Predict the reactants needed to synthesize the given product. (1) Given the product [Cl:1][C:2]1[C:3]([F:23])=[C:4]([NH:8][C:9]2[C:18]3[C:13](=[CH:14][C:15]([O:21][CH3:22])=[C:16]([CH2:19][Cl:26])[CH:17]=3)[N:12]=[CH:11][N:10]=2)[CH:5]=[CH:6][CH:7]=1, predict the reactants needed to synthesize it. The reactants are: [Cl:1][C:2]1[C:3]([F:23])=[C:4]([NH:8][C:9]2[C:18]3[C:13](=[CH:14][C:15]([O:21][CH3:22])=[C:16]([CH2:19]O)[CH:17]=3)[N:12]=[CH:11][N:10]=2)[CH:5]=[CH:6][CH:7]=1.S(Cl)([Cl:26])=O. (2) Given the product [C:1]([C:3]1[CH:4]=[CH:5][C:6]([C@@H:12]2[C:17]([C:18]#[N:19])=[C:16]([CH3:20])[N:15]([C:21]3[CH:26]=[CH:25][CH:24]=[C:23]([C:27]([F:29])([F:30])[F:28])[CH:22]=3)[C:14](=[O:31])[N:13]2[CH3:32])=[C:7]([S:9]([CH2:35][CH:36]2[CH2:38][CH2:37]2)(=[O:11])=[O:10])[CH:8]=1)#[N:2], predict the reactants needed to synthesize it. The reactants are: [C:1]([C:3]1[CH:4]=[CH:5][C:6]([C@@H:12]2[C:17]([C:18]#[N:19])=[C:16]([CH3:20])[N:15]([C:21]3[CH:26]=[CH:25][CH:24]=[C:23]([C:27]([F:30])([F:29])[F:28])[CH:22]=3)[C:14](=[O:31])[N:13]2[CH3:32])=[C:7]([S:9]([O-:11])=[O:10])[CH:8]=1)#[N:2].[Na+].Br[CH2:35][CH:36]1[CH2:38][CH2:37]1.[I-].[K+]. (3) The reactants are: [CH2:1](Br)[CH:2]([CH3:4])[CH3:3].[Cl:6][C:7]1[CH:14]=[CH:13][CH:12]=[CH:11][C:8]=1[C:9]#[N:10].[BH4-].[Na+]. Given the product [Cl:6][C:7]1[CH:14]=[CH:13][CH:12]=[CH:11][C:8]=1[CH:9]([NH2:10])[CH2:1][CH:2]([CH3:4])[CH3:3], predict the reactants needed to synthesize it. (4) Given the product [Br:1][C:2]1[CH:7]=[CH:6][CH:5]=[CH:4][C:3]=1[O:8][CH:16]1[CH2:20][CH2:19][N:18]([CH:21]([CH3:23])[CH3:22])[CH2:17]1, predict the reactants needed to synthesize it. The reactants are: [Br:1][C:2]1[CH:7]=[CH:6][CH:5]=[CH:4][C:3]=1[OH:8].[H-].[Na+].CS(O[CH:16]1[CH2:20][CH2:19][N:18]([CH:21]([CH3:23])[CH3:22])[CH2:17]1)(=O)=O. (5) Given the product [OH:24][C:19]1[CH:18]=[C:17]([C:15]([C@@H:4]2[C@:5]3([CH3:14])[C@H:10]([C:9]([CH3:13])([CH3:12])[CH2:8][CH2:7][CH2:6]3)[CH2:11][C@@H:2]([NH:1][C:29]([NH:28][CH2:26][CH3:27])=[O:30])[C@H:3]2[CH3:25])=[O:16])[CH:22]=[C:21]([OH:23])[CH:20]=1, predict the reactants needed to synthesize it. The reactants are: [NH2:1][C@@H:2]1[CH2:11][C@@H:10]2[C@:5]([CH3:14])([CH2:6][CH2:7][CH2:8][C:9]2([CH3:13])[CH3:12])[C@@H:4]([C:15]([C:17]2[CH:18]=[C:19]([OH:24])[CH:20]=[C:21]([OH:23])[CH:22]=2)=[O:16])[C@@H:3]1[CH3:25].[CH2:26]([N:28]=[C:29]=[O:30])[CH3:27]. (6) Given the product [C:23]([C:27]1[S:28][CH:29]=[C:30]([C:32]([N:34]2[CH2:39][C:38]3([CH2:40][CH2:41][N:42]([CH2:45][C:46]4[S:47][CH:48]=[C:49]([CH2:51][CH:52]=[O:53])[CH:50]=4)[CH2:43][CH2:44]3)[O:37][CH2:36][CH2:35]2)=[O:33])[N:31]=1)([CH3:26])([CH3:24])[CH3:25], predict the reactants needed to synthesize it. The reactants are: CC(OI1(OC(C)=O)(OC(C)=O)OC(=O)C2C=CC=CC1=2)=O.[C:23]([C:27]1[S:28][CH:29]=[C:30]([C:32]([N:34]2[CH2:39][C:38]3([CH2:44][CH2:43][N:42]([CH2:45][C:46]4[S:47][CH:48]=[C:49]([CH2:51][CH2:52][OH:53])[CH:50]=4)[CH2:41][CH2:40]3)[O:37][CH2:36][CH2:35]2)=[O:33])[N:31]=1)([CH3:26])([CH3:25])[CH3:24].C(O)(C(F)(F)F)=O.S([O-])([O-])(=O)=S.[Na+].[Na+].C(=O)(O)[O-].[Na+]. (7) Given the product [Br:1][C:2]1[CH:9]=[CH:8][C:5](/[CH:6]=[C:19](/[N+:16]([O-:18])=[O:17])\[CH3:20])=[C:4]([Cl:10])[CH:3]=1, predict the reactants needed to synthesize it. The reactants are: [Br:1][C:2]1[CH:9]=[CH:8][C:5]([CH:6]=O)=[C:4]([Cl:10])[CH:3]=1.C([O-])(=O)C.[NH4+].[N+:16]([CH2:19][CH3:20])([O-:18])=[O:17]. (8) Given the product [CH:36]([O:38][C:1](=[O:3])[NH:13][C:16]1[CH:17]=[C:18]2[CH:24]=[C:23]([C:25]3[CH:30]=[CH:29][CH:28]=[C:27]([NH:31][C:32](=[O:34])[CH3:33])[CH:26]=3)[NH:22][C:19]2=[N:20][CH:21]=1)([CH3:37])[CH3:35], predict the reactants needed to synthesize it. The reactants are: [C:1](NC1C=C(C#C)C=CC=1)(=[O:3])C.[N+:13]([C:16]1[CH:17]=[C:18]2[CH:24]=[C:23]([C:25]3[CH:26]=[C:27]([NH:31][C:32](=[O:34])[CH3:33])[CH:28]=[CH:29][CH:30]=3)[NH:22][C:19]2=[N:20][CH:21]=1)([O-])=O.[CH3:35][C:36](C)([O-:38])[CH3:37].[K+].